Dataset: Catalyst prediction with 721,799 reactions and 888 catalyst types from USPTO. Task: Predict which catalyst facilitates the given reaction. (1) Product: [C:1]1([C:7]2[N:8]=[N:9][N:10]([CH:12]3[CH2:29][CH:28]4[CH:14]([C:15](=[O:35])[N:16]([CH3:34])[CH2:17][CH2:18][CH2:19][CH2:20][CH:21]=[CH:22][CH:23]5[C:25]([C:31]([NH:54][S:51]([CH:48]6[CH2:50][CH2:49]6)(=[O:53])=[O:52])=[O:33])([NH:26][C:27]4=[O:30])[CH2:24]5)[CH2:13]3)[N:11]=2)[CH:2]=[CH:3][CH:4]=[CH:5][CH:6]=1. The catalyst class is: 1. Reactant: [C:1]1([C:7]2[N:8]=[N:9][N:10]([CH:12]3[CH2:29][CH:28]4[CH:14]([C:15](=[O:35])[N:16]([CH3:34])[CH2:17][CH2:18][CH2:19][CH2:20][CH:21]=[CH:22][CH:23]5[C:25]([C:31]([OH:33])=O)([NH:26][C:27]4=[O:30])[CH2:24]5)[CH2:13]3)[N:11]=2)[CH:6]=[CH:5][CH:4]=[CH:3][CH:2]=1.C1N=CN(C(N2C=NC=C2)=O)C=1.[CH:48]1([S:51]([NH2:54])(=[O:53])=[O:52])[CH2:50][CH2:49]1.C1CCN2C(=NCCC2)CC1. (2) Reactant: Cl[C:2]1[N:7]=[C:6]([O:8][CH2:9][C:10]([F:13])([F:12])[F:11])[N:5]=[C:4]([NH:14][C:15]2[CH:24]=[CH:23][C:18]([C:19]([O:21][CH3:22])=[O:20])=[CH:17][CH:16]=2)[N:3]=1.[NH2:25][CH2:26][CH2:27][CH2:28][CH2:29][CH2:30][CH2:31][CH2:32][CH2:33][CH2:34][CH2:35][NH:36][C:37](=[O:43])[O:38][C:39]([CH3:42])([CH3:41])[CH3:40].CCN(C(C)C)C(C)C. Product: [C:39]([O:38][C:37]([NH:36][CH2:35][CH2:34][CH2:33][CH2:32][CH2:31][CH2:30][CH2:29][CH2:28][CH2:27][CH2:26][NH:25][C:2]1[N:7]=[C:6]([O:8][CH2:9][C:10]([F:13])([F:12])[F:11])[N:5]=[C:4]([NH:14][C:15]2[CH:24]=[CH:23][C:18]([C:19]([O:21][CH3:22])=[O:20])=[CH:17][CH:16]=2)[N:3]=1)=[O:43])([CH3:42])([CH3:41])[CH3:40]. The catalyst class is: 1.